Dataset: Reaction yield outcomes from USPTO patents with 853,638 reactions. Task: Predict the reaction yield, written as a fraction of the theoretical maximum amount of product (1.0 means a 100% yield; for example, 0.34 means a 34% yield). (1) The reactants are [CH2:1]([C:5]1[N:9]([CH2:10][C:11]2[CH:16]=[CH:15][C:14]([C:17]3[C:18]([C:23]#[N:24])=[CH:19][CH:20]=[CH:21][CH:22]=3)=[CH:13][CH:12]=2)[C:8](=[O:25])[NH:7][N:6]=1)[CH2:2][CH2:3][CH3:4].[H-].[Na+].CN(C)C=O.I[CH2:34][C:35]([CH3:38])([CH3:37])[CH3:36]. The catalyst is C(OCC)(=O)C. The product is [CH2:1]([C:5]1[N:9]([CH2:10][C:11]2[CH:16]=[CH:15][C:14]([C:17]3[C:18]([C:23]#[N:24])=[CH:19][CH:20]=[CH:21][CH:22]=3)=[CH:13][CH:12]=2)[C:8](=[O:25])[N:7]([CH2:34][C:35]([CH3:38])([CH3:37])[CH3:36])[N:6]=1)[CH2:2][CH2:3][CH3:4]. The yield is 0.500. (2) The reactants are [CH2:1]([C:3]1[S:7][C:6]([C:8]([O:10][CH3:11])=[O:9])=[CH:5][C:4]=1[C:12]1[N:16]([CH3:17])[N:15]=[CH:14][CH:13]=1)[CH3:2].[Br:18]N1C(=O)CCC1=O. The yield is 0.850. The product is [Br:18][C:13]1[CH:14]=[N:15][N:16]([CH3:17])[C:12]=1[C:4]1[CH:5]=[C:6]([C:8]([O:10][CH3:11])=[O:9])[S:7][C:3]=1[CH2:1][CH3:2]. The catalyst is O1CCCC1. (3) No catalyst specified. The yield is 0.480. The product is [F:1][C:2]1[CH:7]=[CH:6][C:5]([CH:8]([C:11](=[O:13])[CH3:12])[C:9]#[N:10])=[CH:4][CH:3]=1. The reactants are [F:1][C:2]1[CH:7]=[CH:6][C:5]([CH2:8][C:9]#[N:10])=[CH:4][CH:3]=1.[C:11](OCC)(=[O:13])[CH3:12]. (4) The reactants are Br[C:2]1[CH:7]=[CH:6][C:5]([N:8]([CH2:11][CH3:12])[CH2:9][CH3:10])=[C:4]([CH2:13][CH3:14])[CH:3]=1.C([Li])CCC.[B:20](OC(C)C)([O:25]C(C)C)[O:21]C(C)C. No catalyst specified. The product is [CH2:9]([N:8]([CH2:11][CH3:12])[C:5]1[CH:6]=[CH:7][C:2]([B:20]([OH:25])[OH:21])=[CH:3][C:4]=1[CH2:13][CH3:14])[CH3:10]. The yield is 0.350. (5) The reactants are [CH2:1]([O:8][C:9]1[CH:14]=[CH:13][C:12]([OH:15])=[CH:11][CH:10]=1)[C:2]1[CH:7]=[CH:6][CH:5]=[CH:4][CH:3]=1.[H-].[Na+].[C:18]([O:22][C:23]([N:25]1[CH2:29][CH2:28][CH2:27][C@@H:26]1[CH2:30]OS(C1C=CC(C)=CC=1)(=O)=O)=[O:24])([CH3:21])([CH3:20])[CH3:19]. The catalyst is CN(C=O)C. The product is [C:18]([O:22][C:23]([N:25]1[CH2:29][CH2:28][CH2:27][C@@H:26]1[CH2:30][O:15][C:12]1[CH:11]=[CH:10][C:9]([O:8][CH2:1][C:2]2[CH:3]=[CH:4][CH:5]=[CH:6][CH:7]=2)=[CH:14][CH:13]=1)=[O:24])([CH3:21])([CH3:19])[CH3:20]. The yield is 0.860. (6) The reactants are CS(O[CH2:6][CH2:7][N:8]1[C:12](=[O:13])[C:11]2[CH:14]=[C:15]([C:17]3[CH:22]=[CH:21][N:20]=[C:19]([NH:23][C:24]4[N:25]([CH3:29])[N:26]=[CH:27][CH:28]=4)[N:18]=3)[S:16][C:10]=2[C:9]1([CH3:31])[CH3:30])(=O)=O.[CH3:32][NH:33][CH:34]1[CH2:36][CH2:35]1. The catalyst is CN(C=O)C. The product is [CH:34]1([N:33]([CH3:32])[CH2:6][CH2:7][N:8]2[C:12](=[O:13])[C:11]3[CH:14]=[C:15]([C:17]4[CH:22]=[CH:21][N:20]=[C:19]([NH:23][C:24]5[N:25]([CH3:29])[N:26]=[CH:27][CH:28]=5)[N:18]=4)[S:16][C:10]=3[C:9]2([CH3:31])[CH3:30])[CH2:36][CH2:35]1. The yield is 0.370. (7) The reactants are O[CH2:2][CH2:3][C:4]1[CH:23]=[CH:22][C:7]([O:8][CH2:9][CH2:10][O:11][CH2:12][CH2:13][NH:14][C:15](=[O:21])[O:16][C:17]([CH3:20])([CH3:19])[CH3:18])=[CH:6][CH:5]=1.C1(P(C2C=CC=CC=2)C2C=CC=CC=2)C=CC=CC=1.C(Cl)(Cl)(Cl)[Cl:44]. No catalyst specified. The product is [Cl:44][CH2:2][CH2:3][C:4]1[CH:23]=[CH:22][C:7]([O:8][CH2:9][CH2:10][O:11][CH2:12][CH2:13][NH:14][C:15](=[O:21])[O:16][C:17]([CH3:20])([CH3:19])[CH3:18])=[CH:6][CH:5]=1. The yield is 1.00.